The task is: Binary Classification. Given a miRNA mature sequence and a target amino acid sequence, predict their likelihood of interaction.. This data is from Experimentally validated miRNA-target interactions with 360,000+ pairs, plus equal number of negative samples. (1) The miRNA is hsa-miR-371b-5p with sequence ACUCAAAAGAUGGCGGCACUUU. The protein sequence of the target gene is MAECPTLGEAVTDHPDRLWAWEKFVYLDEKQHAWLPLTIEIKDRLQLRVLLRREDVVLGRPMTPTQIGPSLLPIMWQLYPDGRYRSSDSSFWRLVYHIKIDGVEDMLLELLPDD. Result: 0 (no interaction). (2) The protein sequence of the target gene is MDPEAVELEKRHVHSVYENTAPYFTDLQSKAWPRVRQFLQDQKPGSLVADIGCGTGKYLKVNSQVHTLGCDYCGPLVEIARNRGCEVMVCDNLNLPFRDQGFDAIISIGVIHHFSTKERRIRAIKEMARVLAPGGQLMIYVWAMEQKNRRFEKQDVLVPWNRALCSRLLSESHQSWGHHCEHPRSRGFQGPGSVCGCAVCFKGRCDSKRSHSMDYGSAVARTCCEAISKEGERENGLYSNFGKSFRSWFFSRSLDESTLRKQIERVRPMKIPEAWANSTVSQQPSRHPSLDLHAPEPFST.... Result: 0 (no interaction). The miRNA is mmu-miR-466l-5p with sequence UUGUGUGUACAUGUACAUGUAU.